From a dataset of Full USPTO retrosynthesis dataset with 1.9M reactions from patents (1976-2016). Predict the reactants needed to synthesize the given product. (1) Given the product [Cl:15][C:16]1[CH:17]=[C:18]([CH2:19][NH:20][C:21]([C:23]2[CH:24]=[C:25]3[C:26]([C:27](=[O:28])[N:10]([C:8]4[S:9][C:5]5[CH:4]=[C:3]([O:2][CH3:1])[CH:12]=[CH:11][C:6]=5[N:7]=4)[C:33](=[S:34])[NH:32]3)=[CH:30][CH:31]=2)=[O:22])[CH:35]=[CH:36][CH:37]=1, predict the reactants needed to synthesize it. The reactants are: [CH3:1][O:2][C:3]1[CH:12]=[CH:11][C:6]2[N:7]=[C:8]([NH2:10])[S:9][C:5]=2[CH:4]=1.[H-].[Na+].[Cl:15][C:16]1[CH:17]=[C:18]([CH:35]=[CH:36][CH:37]=1)[CH2:19][NH:20][C:21]([C:23]1[CH:31]=[CH:30][C:26]([C:27]([O-])=[O:28])=[C:25]([N:32]=[C:33]=[S:34])[CH:24]=1)=[O:22]. (2) The reactants are: [N+:1]([CH:4]1[CH2:9][CH2:8][CH2:7][CH:6]([CH2:10][C:11]([O:13][CH3:14])=[O:12])[CH2:5]1)([O-])=O.[CH2:15](N(CC)CC)[CH3:16].[Cl:22][C:23]1[CH:28]=[CH:27][CH:26]=[C:25]([F:29])[C:24]=1[C:30]1([C:36](Cl)=[O:37])[CH:34]=[C:33](C)[O:32]N1.C(Cl)(Cl)Cl. Given the product [Cl:22][C:23]1[CH:28]=[CH:27][CH:26]=[C:25]([F:29])[C:24]=1[C:30]1[C:34]([C:33]([NH:1][CH:4]2[CH2:9][CH2:8][CH2:7][CH:6]([CH2:10][C:11]([O:13][CH3:14])=[O:12])[CH2:5]2)=[O:32])=[C:15]([CH3:16])[O:37][CH:36]=1, predict the reactants needed to synthesize it.